From a dataset of Forward reaction prediction with 1.9M reactions from USPTO patents (1976-2016). Predict the product of the given reaction. (1) Given the reactants Br[C:2]1[C:3](=[O:11])[N:4]([CH3:10])[C:5](=[O:9])[N:6]([CH3:8])[N:7]=1.[Cl:12][C:13]1[CH:25]=[CH:24][C:23]([F:26])=[CH:22][C:14]=1[O:15][CH:16]1[CH2:21][CH2:20][NH:19][CH2:18][CH2:17]1, predict the reaction product. The product is: [Cl:12][C:13]1[CH:25]=[CH:24][C:23]([F:26])=[CH:22][C:14]=1[O:15][CH:16]1[CH2:17][CH2:18][N:19]([C:2]2[C:3](=[O:11])[N:4]([CH3:10])[C:5](=[O:9])[N:6]([CH3:8])[N:7]=2)[CH2:20][CH2:21]1.[CH2:14]([OH:15])[CH2:13][CH2:25][CH3:24]. (2) Given the reactants Cl.[C:2]1([C:8]2[CH:9]=[C:10]3[C:14](=[C:15]([C:17]([NH2:19])=[O:18])[CH:16]=2)[NH:13][N:12]=[C:11]3[CH:20]2[CH2:25][CH2:24][NH:23][CH2:22][CH2:21]2)[CH:7]=[CH:6][CH:5]=[CH:4][CH:3]=1.[CH3:26][S:27](Cl)(=[O:29])=[O:28].C(N(CC)CC)C, predict the reaction product. The product is: [CH3:26][S:27]([N:23]1[CH2:24][CH2:25][CH:20]([C:11]2[C:10]3[C:14](=[C:15]([C:17]([NH2:19])=[O:18])[CH:16]=[C:8]([C:2]4[CH:3]=[CH:4][CH:5]=[CH:6][CH:7]=4)[CH:9]=3)[NH:13][N:12]=2)[CH2:21][CH2:22]1)(=[O:29])=[O:28]. (3) Given the reactants [CH3:1][O:2][CH:3]1[CH2:8][CH2:7][N:6]([CH2:9][CH2:10][CH2:11][N:12]2C(=O)C3C(=CC=CC=3)C2=O)[CH2:5][CH2:4]1, predict the reaction product. The product is: [CH3:1][O:2][CH:3]1[CH2:8][CH2:7][N:6]([CH2:9][CH2:10][CH2:11][NH2:12])[CH2:5][CH2:4]1. (4) Given the reactants CC(S([NH:7][C@H:8]([C:17]1[CH:22]=[CH:21][C:20]([C:23]([F:26])([F:25])[F:24])=[CH:19][CH:18]=1)[CH2:9][CH2:10][C:11]1[CH:16]=[CH:15][CH:14]=[CH:13][CH:12]=1)=O)(C)C.[ClH:27], predict the reaction product. The product is: [ClH:27].[C:11]1([CH2:10][CH2:9][C@H:8]([NH2:7])[C:17]2[CH:22]=[CH:21][C:20]([C:23]([F:25])([F:26])[F:24])=[CH:19][CH:18]=2)[CH:16]=[CH:15][CH:14]=[CH:13][CH:12]=1. (5) The product is: [F:46][S:45]([F:50])([F:49])([F:48])([F:47])[C:42]1[CH:43]=[CH:44][C:39]([C:9]2[CH:10]=[C:11]3[C:16](=[C:17]([O:19][CH2:20][O:21][CH2:22][CH2:23][Si:24]([CH3:27])([CH3:25])[CH3:26])[CH:18]=2)[N:15]=[CH:14][N:13]([CH2:28][O:29][CH2:30][CH2:31][Si:32]([CH3:35])([CH3:34])[CH3:33])[C:12]3=[O:36])=[CH:40][CH:41]=1. Given the reactants CC1(C)C(C)(C)OB([C:9]2[CH:10]=[C:11]3[C:16](=[C:17]([O:19][CH2:20][O:21][CH2:22][CH2:23][Si:24]([CH3:27])([CH3:26])[CH3:25])[CH:18]=2)[N:15]=[CH:14][N:13]([CH2:28][O:29][CH2:30][CH2:31][Si:32]([CH3:35])([CH3:34])[CH3:33])[C:12]3=[O:36])O1.Br[C:39]1[CH:44]=[CH:43][C:42]([S:45]([F:50])([F:49])([F:48])([F:47])[F:46])=[CH:41][CH:40]=1.C(=O)([O-])[O-].[K+].[K+], predict the reaction product. (6) Given the reactants BrBr.C[O:4][C:5]1[CH:6]=[C:7]([CH:10]=[CH:11][C:12]=1[O:13]C)[CH:8]=[O:9].S([O-])([O-])(=O)=S.[Na+].[Na+].[C:22](=[O:25])(O)[O-].[Na+], predict the reaction product. The product is: [OH:13][C:12]1[C:5]([OH:4])=[CH:6][C:7]2[C:8](=[O:9])[CH2:10][C:11]3[CH:12]=[CH:5][CH:6]=[CH:7][C:22]=3[O:25][C:10]=2[CH:11]=1.